Dataset: Peptide-MHC class I binding affinity with 185,985 pairs from IEDB/IMGT. Task: Regression. Given a peptide amino acid sequence and an MHC pseudo amino acid sequence, predict their binding affinity value. This is MHC class I binding data. (1) The peptide sequence is MTDVDLNYY. The MHC is HLA-C08:02 with pseudo-sequence HLA-C08:02. The binding affinity (normalized) is 0.0847. (2) The peptide sequence is KRHRILDMYM. The binding affinity (normalized) is 0.595. The MHC is Mamu-B03 with pseudo-sequence Mamu-B03. (3) The peptide sequence is DPDSFQDYI. The MHC is HLA-B35:01 with pseudo-sequence HLA-B35:01. The binding affinity (normalized) is 0.0641.